From a dataset of Catalyst prediction with 721,799 reactions and 888 catalyst types from USPTO. Predict which catalyst facilitates the given reaction. (1) Reactant: [H-].[Al+3].[Li+].[H-].[H-].[H-].[CH2:7]([N:14]1[C:20](=O)[C:19]2[CH:22]=[CH:23][C:24]([S:26][CH:27]([CH3:29])[CH3:28])=[N:25][C:18]=2[O:17][CH2:16][CH2:15]1)[C:8]1[CH:13]=[CH:12][CH:11]=[CH:10][CH:9]=1.[OH-].[Na+].[Cl-].[NH4+]. Product: [CH2:7]([N:14]1[CH2:20][C:19]2[CH:22]=[CH:23][C:24]([S:26][CH:27]([CH3:29])[CH3:28])=[N:25][C:18]=2[O:17][CH2:16][CH2:15]1)[C:8]1[CH:13]=[CH:12][CH:11]=[CH:10][CH:9]=1. The catalyst class is: 280. (2) Reactant: [CH3:1][C:2]1[C:6]([CH2:7][CH2:8][CH2:9][OH:10])=[CH:5][N:4]([C:11]2[CH:16]=[CH:15][C:14]([C:17]([F:20])([F:19])[F:18])=[CH:13][N:12]=2)[N:3]=1.[CH2:21]([O:23][C:24]1[CH:29]=[C:28](O)[CH:27]=[CH:26][C:25]=1[CH2:31][CH2:32][C:33]([O:35]C)=[O:34])[CH3:22].C(P(CCCC)CCCC)CCC.N(C(N1CCCCC1)=O)=NC(N1CCCCC1)=O. Product: [CH2:21]([O:23][C:24]1[CH:29]=[C:28]([O:10][CH2:9][CH2:8][CH2:7][C:6]2[C:2]([CH3:1])=[N:3][N:4]([C:11]3[CH:16]=[CH:15][C:14]([C:17]([F:19])([F:20])[F:18])=[CH:13][N:12]=3)[CH:5]=2)[CH:27]=[CH:26][C:25]=1[CH2:31][CH2:32][C:33]([OH:35])=[O:34])[CH3:22]. The catalyst class is: 7. (3) Reactant: C1(P(C2C=CC=CC=2)C2C=CC3C(=CC=CC=3)C=2C2C3C(=CC=CC=3)C=CC=2P(C2C=CC=CC=2)C2C=CC=CC=2)C=CC=CC=1.[CH3:47][O:48][C:49]([C:51]1[N:52]([CH2:69][C:70]2[CH:78]=[CH:77][C:73]3[O:74][CH2:75][O:76][C:72]=3[CH:71]=2)[C:53](=[O:68])[C:54]2[C:59]([C:60]=1[C:61]1[CH:66]=[CH:65][CH:64]=[CH:63][CH:62]=1)=[CH:58][C:57](Br)=[CH:56][CH:55]=2)=[O:50].[CH2:79]([NH2:86])[C:80]1[CH:85]=[CH:84][CH:83]=[CH:82][CH:81]=1.CC(C)([O-])C.[Na+]. Product: [CH3:47][O:48][C:49]([C:51]1[N:52]([CH2:69][C:70]2[CH:78]=[CH:77][C:73]3[O:74][CH2:75][O:76][C:72]=3[CH:71]=2)[C:53](=[O:68])[C:54]2[C:59]([C:60]=1[C:61]1[CH:66]=[CH:65][CH:64]=[CH:63][CH:62]=1)=[CH:58][C:57]([NH:86][CH2:79][C:80]1[CH:85]=[CH:84][CH:83]=[CH:82][CH:81]=1)=[CH:56][CH:55]=2)=[O:50]. The catalyst class is: 706. (4) Reactant: [CH:1]([C:3]1([CH2:11][C:12]([O:14][CH3:15])=[O:13])[CH2:10][CH2:9][CH2:8][CH2:7][CH2:6][CH2:5][CH2:4]1)=C.C12BC(CCC1)CCC2.O1CCCC1.[OH-].[Na+].OO.Cl. Product: [CH2:11]1[C:3]2([CH2:4][CH2:5][CH2:6][CH2:7][CH2:8][CH2:9][CH2:10]2)[CH2:1][CH2:15][O:14][C:12]1=[O:13]. The catalyst class is: 214. (5) Reactant: C(OC(=O)[NH:7][CH:8]([C:12](=[O:25])[NH:13][C:14]1[CH:18]=[C:17]([CH2:19][CH:20]2[CH2:24][CH2:23][CH2:22][CH2:21]2)[O:16][N:15]=1)[CH2:9][CH2:10][CH3:11])(C)(C)C.FC(F)(F)C(O)=O. Product: [CH:20]1([CH2:19][C:17]2[O:16][N:15]=[C:14]([NH:13][C:12](=[O:25])[CH:8]([NH2:7])[CH2:9][CH2:10][CH3:11])[CH:18]=2)[CH2:21][CH2:22][CH2:23][CH2:24]1. The catalyst class is: 4. (6) Reactant: [F:1][C:2]1[CH:7]=[C:6]([OH:8])[CH:5]=[CH:4][C:3]=1[C:9]1[N:13]=[C:12]([C:14]2[CH:15]=[CH:16][C:17]([O:22][CH:23]([CH3:25])[CH3:24])=[C:18]([CH:21]=2)[C:19]#[N:20])[O:11][N:10]=1.C(=O)([O-])[O-].[K+].[K+].Br[CH2:33][C:34]([O:36][CH2:37][CH3:38])=[O:35]. Product: [C:19]([C:18]1[CH:21]=[C:14]([C:12]2[O:11][N:10]=[C:9]([C:3]3[CH:4]=[CH:5][C:6]([O:8][CH2:33][C:34]([O:36][CH2:37][CH3:38])=[O:35])=[CH:7][C:2]=3[F:1])[N:13]=2)[CH:15]=[CH:16][C:17]=1[O:22][CH:23]([CH3:25])[CH3:24])#[N:20]. The catalyst class is: 42.